Dataset: Full USPTO retrosynthesis dataset with 1.9M reactions from patents (1976-2016). Task: Predict the reactants needed to synthesize the given product. (1) Given the product [NH2:8][CH:9]1[CH2:10][CH2:11][N:12]([C:15]2[N:20]=[C:19]([C:21]3[C:29]4[C:24](=[CH:25][CH:26]=[C:27]([C:30]([NH2:31])=[O:32])[CH:28]=4)[NH:23][CH:22]=3)[CH:18]=[N:17][CH:16]=2)[CH2:13][CH2:14]1, predict the reactants needed to synthesize it. The reactants are: C(OC([NH:8][CH:9]1[CH2:14][CH2:13][N:12]([C:15]2[N:20]=[C:19]([C:21]3[C:29]4[C:24](=[CH:25][CH:26]=[C:27]([C:30](=[O:32])[NH2:31])[CH:28]=4)[N:23](C(OC(C)(C)C)=O)[CH:22]=3)[CH:18]=[N:17][CH:16]=2)[CH2:11][CH2:10]1)=O)(C)(C)C.C(O)(C(F)(F)F)=O. (2) Given the product [N+:21]([C:24]1[CH:29]=[C:28]([CH:27]=[CH:26][CH:25]=1)[O:10][C:11]1[C:20]2[C:15](=[CH:16][CH:17]=[CH:18][CH:19]=2)[N:14]=[CH:13][N:12]=1)([O-:23])=[O:22], predict the reactants needed to synthesize it. The reactants are: N1C2C(=NC=CC=2)N([O:10][C:11]2[C:20]3[C:15](=[CH:16][CH:17]=[CH:18][CH:19]=3)[N:14]=[CH:13][N:12]=2)N=1.[N+:21]([C:24]1[CH:25]=[C:26](B(O)O)[CH:27]=[CH:28][CH:29]=1)([O-:23])=[O:22].C([O-])([O-])=O.[Cs+].[Cs+].